The task is: Predict the product of the given reaction.. This data is from Forward reaction prediction with 1.9M reactions from USPTO patents (1976-2016). (1) Given the reactants [F:1][C:2]([F:16])([F:15])[C:3]1[CH:4]=[C:5]([N:9]2[C:13]([NH2:14])=[CH:12][CH:11]=[N:10]2)[CH:6]=[CH:7][CH:8]=1.[Cl:17][C:18]1[CH:23]=[CH:22][N:21]2[N:24]=[CH:25][C:26]([C:27](Cl)=[O:28])=[C:20]2[N:19]=1.C(N(C(C)C)CC)(C)C, predict the reaction product. The product is: [Cl:17][C:18]1[CH:23]=[CH:22][N:21]2[N:24]=[CH:25][C:26]([C:27]([NH:14][C:13]3[N:9]([C:5]4[CH:6]=[CH:7][CH:8]=[C:3]([C:2]([F:1])([F:15])[F:16])[CH:4]=4)[N:10]=[CH:11][CH:12]=3)=[O:28])=[C:20]2[N:19]=1. (2) Given the reactants OCC([CH2:8][OH:9])(CO)CO.[N:10]1[C:17]([NH2:18])=[N:16][C:14]([NH2:15])=[N:13][C:11]=1[NH2:12].C=O, predict the reaction product. The product is: [CH2:8]([NH:12][C:11]1[N:13]=[C:14]([NH2:15])[N:16]=[C:17]([NH2:18])[N:10]=1)[OH:9]. (3) Given the reactants [NH2:1][C:2]1[CH:3]=[C:4]([CH:8]=[CH:9][C:10]=1[O:11][C:12]1[CH:17]=[CH:16][CH:15]=[CH:14][C:13]=1[C:18]([OH:20])=O)[C:5]([OH:7])=[O:6].C(N1C=CN=C1)(N1C=CN=C1)=O.Cl.O, predict the reaction product. The product is: [O:20]=[C:18]1[C:13]2[CH:14]=[CH:15][CH:16]=[CH:17][C:12]=2[O:11][C:10]2[CH:9]=[CH:8][C:4]([C:5]([OH:7])=[O:6])=[CH:3][C:2]=2[NH:1]1. (4) The product is: [Cl:1][C:2]1[CH:21]=[CH:20][C:5]([CH:6]([C:7]2[CH:8]=[CH:9][C:10]([Cl:13])=[CH:11][CH:12]=2)[N:14]2[CH2:15][CH2:16][N:17]([C:32]([C:31]3[CH:35]=[CH:36][CH:37]=[CH:38][C:30]=3[F:29])=[O:33])[CH2:18][CH2:19]2)=[CH:4][CH:3]=1. Given the reactants [Cl:1][C:2]1[CH:21]=[CH:20][C:5]([CH:6]([N:14]2[CH2:19][CH2:18][NH:17][CH2:16][CH2:15]2)[C:7]2[CH:12]=[CH:11][C:10]([Cl:13])=[CH:9][CH:8]=2)=[CH:4][CH:3]=1.C(N(CC)CC)C.[F:29][C:30]1[CH:38]=[CH:37][CH:36]=[CH:35][C:31]=1[C:32](Cl)=[O:33], predict the reaction product.